This data is from Catalyst prediction with 721,799 reactions and 888 catalyst types from USPTO. The task is: Predict which catalyst facilitates the given reaction. (1) Reactant: [CH3:1][C:2]([C:8]1[CH:9]=[C:10]2[C:15](=[C:16]([C:18]3[CH:19]=[C:20]([C:24]4[S:28][C:27]([C:29](O)=O)=[N:26][C:25]=4[C:32]4[CH:37]=[CH:36][C:35]([S:38]([CH3:41])(=[O:40])=[O:39])=[CH:34][CH:33]=4)[CH:21]=[CH:22][CH:23]=3)[CH:17]=1)[N:14]=[CH:13][CH:12]=[CH:11]2)([S:4]([CH3:7])(=[O:6])=[O:5])[CH3:3].C1N=CN(C(N2C=NC=C2)=O)C=1.[C:54](=[N:57][OH:58])([NH2:56])[CH3:55].O. Product: [CH3:3][C:2]([C:8]1[CH:9]=[C:10]2[C:15](=[C:16]([C:18]3[CH:23]=[CH:22][CH:21]=[C:20]([C:24]4[S:28][C:27]([C:29]5[O:58][N:57]=[C:54]([CH3:55])[N:56]=5)=[N:26][C:25]=4[C:32]4[CH:33]=[CH:34][C:35]([S:38]([CH3:41])(=[O:39])=[O:40])=[CH:36][CH:37]=4)[CH:19]=3)[CH:17]=1)[N:14]=[CH:13][CH:12]=[CH:11]2)([S:4]([CH3:7])(=[O:5])=[O:6])[CH3:1]. The catalyst class is: 3. (2) Reactant: [Br:1][C:2]1[CH:3]=[C:4]([S:8](F)(=[O:10])=[O:9])[CH:5]=[CH:6][CH:7]=1.[C:12]1([Mg]Br)[CH:17]=[CH:16][CH:15]=[CH:14][CH:13]=1. Product: [C:12]1([S:8]([C:4]2[CH:3]=[C:2]([Br:1])[CH:7]=[CH:6][CH:5]=2)(=[O:10])=[O:9])[CH:17]=[CH:16][CH:15]=[CH:14][CH:13]=1. The catalyst class is: 1. (3) Product: [CH3:1][O:2][C:3]1[CH:4]=[C:5]2[C:6](=[CH:7][CH:8]=1)[CH:12]([C:13]1[CH:18]=[CH:17][CH:16]=[CH:15][CH:14]=1)[NH:11][CH2:10][CH2:9]2. Reactant: [CH3:1][O:2][C:3]1[CH:4]=[C:5]([CH2:9][CH2:10][NH2:11])[CH:6]=[CH:7][CH:8]=1.[CH:12](=O)[C:13]1[CH:18]=[CH:17][CH:16]=[CH:15][CH:14]=1. The catalyst class is: 48. (4) Reactant: [F:1][C:2]1[C:7]([O:8][CH3:9])=[CH:6][C:5]([O:10][CH3:11])=[C:4]([F:12])[C:3]=1[N:13]1[CH2:18][C:17]2[CH:19]=[N:20][C:21]3[N:25]([S:26]([C:29]4[CH:34]=[CH:33][CH:32]=[CH:31][CH:30]=4)(=[O:28])=[O:27])[C:24]([CH:35]=O)=[CH:23][C:22]=3[C:16]=2[N:15]([CH2:37][CH3:38])[C:14]1=[O:39].[NH:40]1[CH2:45][CH2:44][O:43][CH2:42][CH2:41]1.C(O)(=O)C.C(O[BH-](OC(=O)C)OC(=O)C)(=O)C.[Na+]. Product: [F:1][C:2]1[C:7]([O:8][CH3:9])=[CH:6][C:5]([O:10][CH3:11])=[C:4]([F:12])[C:3]=1[N:13]1[CH2:18][C:17]2[CH:19]=[N:20][C:21]3[N:25]([S:26]([C:29]4[CH:30]=[CH:31][CH:32]=[CH:33][CH:34]=4)(=[O:27])=[O:28])[C:24]([CH2:35][N:40]4[CH2:45][CH2:44][O:43][CH2:42][CH2:41]4)=[CH:23][C:22]=3[C:16]=2[N:15]([CH2:37][CH3:38])[C:14]1=[O:39]. The catalyst class is: 4. (5) Reactant: NC1C=C(C2CCN(C(OC(C)(C)C)=O)CC=2)C=CC=1.C([O-])([O-])=O.[Na+].[Na+].FC(F)(F)S(O[C:33]1[CH2:34][CH2:35][N:36]([C:39]([O:41][C:42]([CH3:45])([CH3:44])[CH3:43])=[O:40])[CH2:37][CH:38]=1)(=O)=O.[N+:48]([C:51]1[CH:52]=[C:53](B(O)O)[CH:54]=[CH:55][CH:56]=1)([O-:50])=[O:49].[Cl-].[Li+]. Product: [N+:48]([C:51]1[CH:56]=[C:55]([C:33]2[CH2:34][CH2:35][N:36]([C:39]([O:41][C:42]([CH3:45])([CH3:44])[CH3:43])=[O:40])[CH2:37][CH:38]=2)[CH:54]=[CH:53][CH:52]=1)([O-:50])=[O:49]. The catalyst class is: 216. (6) Reactant: CC1CCCO1.Cl.C12N(C3C=CC(N)=C(C(F)(F)F)C=3)C(CC1)CC2.O=C1C2C(=CC=CC=2C(F)(F)F)NC=C1C(O)=O.C(P1(=O)OP(CCC)(=O)OP(CCC)(=O)O1)CC.N1C=CC=CC=1.Cl.[CH:69]12[N:75]([C:76]3[CH:81]=[CH:80][C:79]([NH:82][C:83]([C:85]4[C:94](=[O:95])[C:93]5[C:88](=[CH:89][CH:90]=[CH:91][C:92]=5[C:96]([F:99])([F:98])[F:97])[NH:87][CH:86]=4)=[O:84])=[C:78]([C:100]([F:103])([F:102])[F:101])[CH:77]=3)[CH:72]([CH2:73][CH2:74]1)[CH2:71][CH2:70]2.Cl. Product: [CH:72]12[N:75]([C:76]3[CH:81]=[CH:80][C:79]([NH:82][C:83]([C:85]4[C:94](=[O:95])[C:93]5[C:88](=[CH:89][CH:90]=[CH:91][C:92]=5[C:96]([F:97])([F:98])[F:99])[NH:87][CH:86]=4)=[O:84])=[C:78]([C:100]([F:103])([F:102])[F:101])[CH:77]=3)[CH:69]([CH2:70][CH2:71]1)[CH2:74][CH2:73]2. The catalyst class is: 6. (7) Reactant: [NH2:1][C@@H:2]([CH2:6][Si:7]([CH3:10])([CH3:9])[CH3:8])[C:3]([OH:5])=[O:4].CN([Si](C)(C)C)C(=O)C(F)(F)F.[O:23]1[CH2:28][CH2:27][N:26]([C:29](Cl)=[O:30])[CH2:25][CH2:24]1.C(=O)=O. Product: [N:26]1([C:29]([NH:1][C@@H:2]([CH2:6][Si:7]([CH3:10])([CH3:9])[CH3:8])[C:3]([OH:5])=[O:4])=[O:30])[CH2:27][CH2:28][O:23][CH2:24][CH2:25]1. The catalyst class is: 6. (8) Reactant: [CH:1]1([C:4]2[N:8]([CH2:9][C:10]3[C:15]([F:16])=[CH:14][C:13]([O:17][CH2:18][CH3:19])=[CH:12][C:11]=3[F:20])[N:7]=[C:6]([C:21]3[N:26]=[C:25]([NH:27][C:28]4[CH:33]=[CH:32][N:31]=[CH:30][CH:29]=4)[C:24]([O:34][CH2:35][CH2:36][CH2:37][S:38][CH3:39])=[CH:23][N:22]=3)[C:5]=2[CH3:40])[CH2:3][CH2:2]1.ClC1C=C(C(OO)=[O:49])C=CC=1.S([O-])([O-])(=O)=S.[Na+].[Na+]. Product: [CH:1]1([C:4]2[N:8]([CH2:9][C:10]3[C:15]([F:16])=[CH:14][C:13]([O:17][CH2:18][CH3:19])=[CH:12][C:11]=3[F:20])[N:7]=[C:6]([C:21]3[N:26]=[C:25]([NH:27][C:28]4[CH:29]=[CH:30][N:31]=[CH:32][CH:33]=4)[C:24]([O:34][CH2:35][CH2:36][CH2:37][S:38]([CH3:39])=[O:49])=[CH:23][N:22]=3)[C:5]=2[CH3:40])[CH2:3][CH2:2]1. The catalyst class is: 373. (9) The catalyst class is: 27. Reactant: [Br:1][C:2]1[CH:10]=[CH:9][C:5]([C:6]([NH2:8])=[O:7])=[CH:4][CH:3]=1.CO[CH:13](OC)[N:14]([CH3:16])[CH3:15]. Product: [Br:1][C:2]1[CH:10]=[CH:9][C:5]([C:6](/[N:8]=[CH:13]/[N:14]([CH3:16])[CH3:15])=[O:7])=[CH:4][CH:3]=1. (10) Reactant: Br[CH2:2][C:3]1[CH:8]=[CH:7][C:6]([O:9][CH3:10])=[CH:5][C:4]=1[N+:11]([O-:13])=[O:12].[C-:14]#[N:15].[K+]. Product: [CH3:10][O:9][C:6]1[CH:7]=[CH:8][C:3]([CH2:2][C:14]#[N:15])=[C:4]([N+:11]([O-:13])=[O:12])[CH:5]=1. The catalyst class is: 20.